Task: Regression. Given two drug SMILES strings and cell line genomic features, predict the synergy score measuring deviation from expected non-interaction effect.. Dataset: NCI-60 drug combinations with 297,098 pairs across 59 cell lines (1) Drug 1: CCC1(CC2CC(C3=C(CCN(C2)C1)C4=CC=CC=C4N3)(C5=C(C=C6C(=C5)C78CCN9C7C(C=CC9)(C(C(C8N6C)(C(=O)OC)O)OC(=O)C)CC)OC)C(=O)OC)O. Cell line: NCIH23. Drug 2: CC(C)(C1=NC(=CC=C1)N2C3=NC(=NC=C3C(=O)N2CC=C)NC4=CC=C(C=C4)N5CCN(CC5)C)O. Synergy scores: CSS=74.4, Synergy_ZIP=0.400, Synergy_Bliss=-1.00, Synergy_Loewe=-3.48, Synergy_HSA=2.56. (2) Drug 2: N.N.Cl[Pt+2]Cl. Drug 1: C1CN(P(=O)(OC1)NCCCl)CCCl. Cell line: NCI-H460. Synergy scores: CSS=65.2, Synergy_ZIP=1.96, Synergy_Bliss=2.31, Synergy_Loewe=-22.6, Synergy_HSA=2.73. (3) Drug 1: CC(CN1CC(=O)NC(=O)C1)N2CC(=O)NC(=O)C2. Drug 2: CN(CC1=CN=C2C(=N1)C(=NC(=N2)N)N)C3=CC=C(C=C3)C(=O)NC(CCC(=O)O)C(=O)O. Cell line: HCC-2998. Synergy scores: CSS=22.9, Synergy_ZIP=-5.92, Synergy_Bliss=-4.60, Synergy_Loewe=-14.4, Synergy_HSA=-1.19. (4) Drug 1: CC(CN1CC(=O)NC(=O)C1)N2CC(=O)NC(=O)C2. Drug 2: CC1C(C(CC(O1)OC2CC(CC3=C2C(=C4C(=C3O)C(=O)C5=CC=CC=C5C4=O)O)(C(=O)C)O)N)O. Cell line: SF-539. Synergy scores: CSS=35.2, Synergy_ZIP=-4.21, Synergy_Bliss=-5.00, Synergy_Loewe=-3.56, Synergy_HSA=-2.50.